From a dataset of Reaction yield outcomes from USPTO patents with 853,638 reactions. Predict the reaction yield, written as a fraction of the theoretical maximum amount of product (1.0 means a 100% yield; for example, 0.34 means a 34% yield). (1) The catalyst is C1C=CN=CC=1.F.C1COCC1. The product is [Cl:40][C:37]1[CH:36]=[CH:35][C:34]([CH2:33][NH:32][C:30](=[O:31])[CH2:29][C@@H:14]2[CH2:13][CH:12]=[CH:11][CH2:10][C@H:9]([OH:8])[C:20](=[O:21])[O:19][C@H:18]([C:22]3[CH:23]=[CH:24][CH:25]=[CH:26][CH:27]=3)[CH2:17][NH:16][C:15]2=[O:28])=[CH:39][CH:38]=1. The reactants are [Si]([O:8][C@@H:9]1[C:20](=[O:21])[O:19][C@H:18]([C:22]2[CH:27]=[CH:26][CH:25]=[CH:24][CH:23]=2)[CH2:17][NH:16][C:15](=[O:28])[C@H:14]([CH2:29][C:30]([NH:32][CH2:33][C:34]2[CH:39]=[CH:38][C:37]([Cl:40])=[CH:36][CH:35]=2)=[O:31])[CH2:13][CH:12]=[CH:11][CH2:10]1)(C(C)(C)C)(C)C. The yield is 0.790. (2) The yield is 0.290. The product is [CH2:43]([C:24]1[C:23]([C:4]2[CH:3]=[C:2]([Cl:1])[C:10]3[O:9][CH:8]([CH2:11][NH:12][C:13](=[O:22])/[CH:14]=[CH:15]/[C:16]4[CH:17]=[N:18][CH:19]=[CH:20][CH:21]=4)[CH2:7][C:6]=3[CH:5]=2)=[CH:33][CH:32]=[CH:31][C:25]=1[C:26]([OH:28])=[O:27])[CH3:44]. No catalyst specified. The reactants are [Cl:1][C:2]1[C:10]2[O:9][CH:8]([CH2:11][NH:12][C:13](=[O:22])/[CH:14]=[CH:15]/[C:16]3[CH:17]=[N:18][CH:19]=[CH:20][CH:21]=3)[CH2:7][C:6]=2[CH:5]=[C:4]([C:23]2[CH:24]=[C:25]([CH:31]=[CH:32][CH:33]=2)[C:26]([O:28]CC)=[O:27])[CH:3]=1.O[Li].O.O.O.O.O.O.Cl.[CH2:43]1COC[CH2:44]1.O. (3) The reactants are C([O:8][C:9]1[CH:14]=[CH:13][C:12]([C:15]2[C:23]3[C:22]([OH:24])=[CH:21][C:20](=[O:25])[NH:19][C:18]=3[S:17][CH:16]=2)=[CH:11][CH:10]=1)C1C=CC=CC=1.I[Si](C)(C)C. The catalyst is C(Cl)Cl. The product is [OH:8][C:9]1[CH:10]=[CH:11][C:12]([C:15]2[C:23]3[C:22]([OH:24])=[CH:21][C:20](=[O:25])[NH:19][C:18]=3[S:17][CH:16]=2)=[CH:13][CH:14]=1. The yield is 0.700. (4) The reactants are [CH3:1][S:2](O)(=[O:4])=[O:3].[NH2:6][C:7]1[CH:12]=[CH:11][C:10]([NH2:13])=[CH:9][C:8]=1[S:14]([NH2:17])(=[O:16])=[O:15].N1C=CC=CC=1.CS(Cl)(=O)=O. The catalyst is C(#N)C. The product is [NH2:6][C:7]1[CH:12]=[CH:11][C:10]([NH:13][S:2]([CH3:1])(=[O:4])=[O:3])=[CH:9][C:8]=1[S:14]([NH2:17])(=[O:15])=[O:16]. The yield is 0.860. (5) The reactants are [Br:1][C:2]1[C:3](F)=[C:4]2[C:10]([NH:11][C:12](=[O:21])[C:13]3[CH:18]=[C:17]([CH3:19])[CH:16]=[CH:15][C:14]=3[F:20])=[CH:9][NH:8][C:5]2=[N:6][CH:7]=1.[NH:23]1[CH2:28][CH2:27][CH2:26][C@@H:25]([NH:29][C:30](=[O:36])[O:31][C:32]([CH3:35])([CH3:34])[CH3:33])[CH2:24]1. The catalyst is CCCCO. The product is [Br:1][C:2]1[C:3]([N:23]2[CH2:28][CH2:27][CH2:26][C@@H:25]([NH:29][C:30](=[O:36])[O:31][C:32]([CH3:34])([CH3:33])[CH3:35])[CH2:24]2)=[C:4]2[C:10]([NH:11][C:12](=[O:21])[C:13]3[CH:18]=[C:17]([CH3:19])[CH:16]=[CH:15][C:14]=3[F:20])=[CH:9][NH:8][C:5]2=[N:6][CH:7]=1. The yield is 0.390. (6) The reactants are [C-:1]#[N:2].[Na+].[NH2:4][C:5]1[CH:10]=[CH:9][C:8]([CH3:11])=[CH:7][CH:6]=1.[CH3:12][C:13]([CH3:15])=O.C(OCC)(=O)C. The catalyst is C(O)(=O)C. The product is [CH3:12][C:13]([NH:4][C:5]1[CH:10]=[CH:9][C:8]([CH3:11])=[CH:7][CH:6]=1)([CH3:15])[C:1]#[N:2]. The yield is 0.950. (7) The reactants are FC1C=C(F)C=CC=1C1C=C(COS(C)(=O)=O)C(=O)N(CC(C)C)N=1.[CH:26]1([CH2:31][N:32]2[C:37](=[O:38])[C:36]([C:39]([O:41]C)=[O:40])=[CH:35][C:34]([C:43]3[CH:48]=[CH:47][C:46]([O:49][CH3:50])=[C:45]([F:51])[CH:44]=3)=[N:33]2)[CH2:30][CH2:29][CH2:28][CH2:27]1. No catalyst specified. The product is [C:39]([C:36]1[C:37](=[O:38])[N:32]([CH2:31][CH:26]2[CH2:30][CH2:29][CH2:28][CH2:27]2)[N:33]=[C:34]([C:43]2[CH:48]=[CH:47][C:46]([O:49][CH3:50])=[C:45]([F:51])[CH:44]=2)[CH:35]=1)([OH:41])=[O:40]. The yield is 0.711. (8) The reactants are Br[C:2]1[S:3][CH:4]=[C:5]([Br:7])[CH:6]=1.[CH2:8]([O:10][C:11]([C:13]1[CH:14]=[C:15](B(O)O)[CH:16]=[CH:17][CH:18]=1)=[O:12])[CH3:9].C([O-])([O-])=O.[Na+].[Na+]. The catalyst is C(O)C.C1(C)C=CC=CC=1.O. The product is [Br:7][C:5]1[CH:6]=[C:2]([C:17]2[CH:18]=[C:13]([CH:14]=[CH:15][CH:16]=2)[C:11]([O:10][CH2:8][CH3:9])=[O:12])[S:3][CH:4]=1. The yield is 0.630. (9) The reactants are [S:1]1[C:5]2[CH:6]=[CH:7][CH:8]=[CH:9][C:4]=2[CH:3]=[C:2]1[S:10]([N:13]([CH2:15][P:16](=[O:19])([OH:18])[OH:17])[CH3:14])(=[O:12])=[O:11].[CH:20]1[C:25]([N+:26]([O-:28])=[O:27])=[CH:24][CH:23]=[C:22](O)[CH:21]=1.ClC(Cl)(Cl)C#N. The catalyst is N1C=CC=CC=1. The product is [NH4+:13].[N+:26]([C:25]1[CH:20]=[CH:21][C:22]([O:19][P:16]([CH2:15][N:13]([S:10]([C:2]2[S:1][C:5]3[CH:6]=[CH:7][CH:8]=[CH:9][C:4]=3[CH:3]=2)(=[O:11])=[O:12])[CH3:14])(=[O:18])[O-:17])=[CH:23][CH:24]=1)([O-:28])=[O:27]. The yield is 0.870. (10) The reactants are [OH:1][C@H:2]([C:17]1[S:18][C:19]([C:22]2[CH:27]=[CH:26][CH:25]=[CH:24][CH:23]=2)=[CH:20][CH:21]=1)[C@@H:3]1[N:7]([CH3:8])[C:6](=[O:9])[CH2:5][C@@H:4]1[C:10]1[CH:15]=[CH:14][C:13](I)=[CH:12][CH:11]=1.[F:28][C:29]1[CH:34]=[CH:33][C:32](B(O)O)=[CH:31][CH:30]=1.COCCOC.C([O-])([O-])=O.[Na+].[Na+]. The catalyst is O.C1C=CC([P]([Pd]([P](C2C=CC=CC=2)(C2C=CC=CC=2)C2C=CC=CC=2)([P](C2C=CC=CC=2)(C2C=CC=CC=2)C2C=CC=CC=2)[P](C2C=CC=CC=2)(C2C=CC=CC=2)C2C=CC=CC=2)(C2C=CC=CC=2)C2C=CC=CC=2)=CC=1. The product is [OH:1][C@H:2]([C:17]1[S:18][C:19]([C:22]2[CH:27]=[CH:26][CH:25]=[CH:24][CH:23]=2)=[CH:20][CH:21]=1)[C@@H:3]1[N:7]([CH3:8])[C:6](=[O:9])[CH2:5][C@@H:4]1[C:10]1[CH:15]=[CH:14][C:13]([C:32]2[CH:33]=[CH:34][C:29]([F:28])=[CH:30][CH:31]=2)=[CH:12][CH:11]=1. The yield is 0.500.